From a dataset of Catalyst prediction with 721,799 reactions and 888 catalyst types from USPTO. Predict which catalyst facilitates the given reaction. (1) Reactant: [CH2:1]([C:3]1[C:7]([CH2:8][C:9]([O:11]C(C)(C)C)=[O:10])=[C:6]([CH2:16][CH3:17])[NH:5][N:4]=1)[CH3:2].FC(F)(F)C(O)=O. Product: [CH2:16]([C:6]1[C:7]([CH2:8][C:9]([OH:11])=[O:10])=[C:3]([CH2:1][CH3:2])[NH:4][N:5]=1)[CH3:17]. The catalyst class is: 4. (2) Reactant: [OH:1][C:2]1[CH:3]=[C:4]2[C:9](=[CH:10][CH:11]=1)[N:8]=[CH:7][C:6]([C:12]([OH:14])=[O:13])=[CH:5]2.S(=O)(=O)(O)O.[C:20](=O)(O)[O-].[Na+]. Product: [OH:1][C:2]1[CH:3]=[C:4]2[C:9](=[CH:10][CH:11]=1)[N:8]=[CH:7][C:6]([C:12]([O:14][CH3:20])=[O:13])=[CH:5]2. The catalyst class is: 5. (3) Product: [F:1][C:2]1[CH:3]=[CH:4][C:5]([O:10][CH3:11])=[C:6]([CH:9]=1)[C:7]([OH:13])=[O:8]. Reactant: [F:1][C:2]1[CH:3]=[CH:4][C:5]([O:10][CH3:11])=[C:6]([CH:9]=1)[CH:7]=[O:8].[Mn]([O-])(=O)(=O)=[O:13].[K+].[OH-].[Na+]. The catalyst class is: 95. (4) Reactant: [OH-].[Na+].[Cl:3][C:4]1[C:9]([C:10]2[N:14]=[C:13]([C:15]3[CH:16]=[N:17][C:18]([O:22][CH:23]([CH3:25])[CH3:24])=[C:19]([Cl:21])[CH:20]=3)[O:12][N:11]=2)=[CH:8][CH:7]=[CH:6][C:5]=1[CH2:26][CH2:27][C:28]([O:30]CC)=[O:29].Cl. Product: [Cl:3][C:4]1[C:9]([C:10]2[N:14]=[C:13]([C:15]3[CH:16]=[N:17][C:18]([O:22][CH:23]([CH3:24])[CH3:25])=[C:19]([Cl:21])[CH:20]=3)[O:12][N:11]=2)=[CH:8][CH:7]=[CH:6][C:5]=1[CH2:26][CH2:27][C:28]([OH:30])=[O:29]. The catalyst class is: 378. (5) The catalyst class is: 759. Product: [C:56]([O:4][CH2:5][C@H:6]1[CH2:11][C@@H:10]([O:12][C:13](=[O:15])[CH3:14])[CH2:9][CH2:8][C@@:7]1([C@H:17]1[CH2:25][CH2:24][C@@:23]2([CH3:26])[C@@H:19]([CH2:20][CH2:21][C:22]2=[CH2:27])[C@@H:30]1[CH2:31][N:32]1[C:35]2[C:50](=[CH:55][CH:54]=[CH:53][CH:36]=2)[CH2:34][CH2:33]1)[CH3:16])(=[O:59])[CH3:43]. Reactant: C([O:4][CH2:5][C@H:6]1[CH2:11][C@@H:10]([O:12][C:13](=[O:15])[CH3:14])[CH2:9][CH2:8][C@@:7]1([C@H:17]1[CH2:25][CH2:24][C@@:23]2([CH3:26])[C@@H:19]([CH2:20][CH2:21][C:22]2=[CH2:27])[C@@H]1CO)[CH3:16])(=O)C.[CH3:30][CH2:31][N:32]([CH2:35][CH3:36])[CH2:33][CH3:34].CS(Cl)(=O)=O.S([O-])(=O)(=O)[CH3:43].N1[C:55]2[C:50](=CC=[CH:53][CH:54]=2)CC1.[C:56](=[O:59])([O-])[O-].[K+].[K+].